The task is: Predict the reaction yield, written as a fraction of the theoretical maximum amount of product (1.0 means a 100% yield; for example, 0.34 means a 34% yield).. This data is from Reaction yield outcomes from USPTO patents with 853,638 reactions. (1) The reactants are [OH:1][CH:2]1[CH2:7][CH2:6][NH:5][CH2:4][CH2:3]1.C(=O)([O-])[O-].[K+].[K+].C[O:15][C:16](=O)[CH2:17]Br.[NH2:20][NH2:21]. The catalyst is C(#N)C.C(O)C. The product is [NH2:20][NH:21][C:16](=[O:15])[CH2:17][N:5]1[CH2:6][CH2:7][CH:2]([OH:1])[CH2:3][CH2:4]1. The yield is 0.500. (2) The reactants are [O:1]1[CH:5]=[CH:4][CH2:3][CH2:2]1.[CH2:6](OC(OCC)OCC)C.B(F)(F)F.CCOCC.[CH:25]([NH:28][NH2:29])([CH3:27])[CH3:26].[OH-].[Na+]. The catalyst is Cl.C(Cl)Cl. The product is [OH:1][CH2:5][CH2:4][C:3]1[CH:6]=[N:29][N:28]([CH:25]([CH3:27])[CH3:26])[CH:2]=1. The yield is 0.520.